From a dataset of CYP2C19 inhibition data for predicting drug metabolism from PubChem BioAssay. Regression/Classification. Given a drug SMILES string, predict its absorption, distribution, metabolism, or excretion properties. Task type varies by dataset: regression for continuous measurements (e.g., permeability, clearance, half-life) or binary classification for categorical outcomes (e.g., BBB penetration, CYP inhibition). Dataset: cyp2c19_veith. (1) The compound is CC(C)COP(=O)(c1ccc(N(C)C)cc1)C(O)c1ccccc1F. The result is 1 (inhibitor). (2) The molecule is Cc1cccc(-n2cccc2)c1C#N. The result is 1 (inhibitor).